The task is: Regression/Classification. Given a drug SMILES string, predict its absorption, distribution, metabolism, or excretion properties. Task type varies by dataset: regression for continuous measurements (e.g., permeability, clearance, half-life) or binary classification for categorical outcomes (e.g., BBB penetration, CYP inhibition). Dataset: cyp2d6_veith.. This data is from CYP2D6 inhibition data for predicting drug metabolism from PubChem BioAssay. The molecule is NCCOc1ccccn1. The result is 0 (non-inhibitor).